Dataset: Catalyst prediction with 721,799 reactions and 888 catalyst types from USPTO. Task: Predict which catalyst facilitates the given reaction. (1) Reactant: [Cl:1][C:2]1[CH:7]=[CH:6][C:5]([C:8]2[N:12]([C:13]3[CH:18]=[CH:17][C:16]([Cl:19])=[CH:15][C:14]=3[Cl:20])[N:11]=[C:10]([C:21]3[NH:25][N:24]=[N:23][N:22]=3)[C:9]=2[CH3:26])=[CH:4][CH:3]=1.C(=O)([O-])[O-].[K+].[K+].I[CH2:34][CH2:35][CH3:36]. Product: [Cl:1][C:2]1[CH:7]=[CH:6][C:5]([C:8]2[N:12]([C:13]3[CH:18]=[CH:17][C:16]([Cl:19])=[CH:15][C:14]=3[Cl:20])[N:11]=[C:10]([C:21]3[N:25]([CH2:34][CH2:35][CH3:36])[N:24]=[N:23][N:22]=3)[C:9]=2[CH3:26])=[CH:4][CH:3]=1. The catalyst class is: 9. (2) Reactant: [C:1]1([C:7]2([OH:17])[C@H:16]3[C@H:11]([CH2:12][CH2:13][CH2:14][CH2:15]3)[NH:10][CH2:9][CH2:8]2)[CH:6]=[CH:5][CH:4]=[CH:3][CH:2]=1.[CH3:18][N:19]1[CH:23]=[C:22]([S:24](Cl)(=[O:26])=[O:25])[N:21]=[CH:20]1. Product: [CH3:18][N:19]1[CH:23]=[C:22]([S:24]([N:10]2[C@@H:11]3[C@@H:16]([CH2:15][CH2:14][CH2:13][CH2:12]3)[C:7]([C:1]3[CH:2]=[CH:3][CH:4]=[CH:5][CH:6]=3)([OH:17])[CH2:8][CH2:9]2)(=[O:26])=[O:25])[N:21]=[CH:20]1. The catalyst class is: 2. (3) Reactant: [C:1]([C:5]1[CH:37]=[CH:36][C:8]([CH2:9][N:10]2[C:14](=[O:15])[N:13]([CH2:16][CH3:17])[C:12]([CH2:18][CH2:19][CH2:20][C:21]3[CH:26]=[CH:25][C:24](B4OC(C)(C)C(C)(C)O4)=[CH:23][CH:22]=3)=[N:11]2)=[CH:7][CH:6]=1)([CH3:4])([CH3:3])[CH3:2].[NH2:38][C:39]1[CH:44]=[CH:43][CH:42]=[C:41](Br)[N:40]=1.C(=O)([O-])[O-].[K+].[K+]. Product: [NH2:38][C:39]1[N:40]=[C:41]([C:24]2[CH:23]=[CH:22][C:21]([CH2:20][CH2:19][CH2:18][C:12]3[N:13]([CH2:16][CH3:17])[C:14](=[O:15])[N:10]([CH2:9][C:8]4[CH:36]=[CH:37][C:5]([C:1]([CH3:2])([CH3:4])[CH3:3])=[CH:6][CH:7]=4)[N:11]=3)=[CH:26][CH:25]=2)[CH:42]=[CH:43][CH:44]=1. The catalyst class is: 108.